Dataset: Reaction yield outcomes from USPTO patents with 853,638 reactions. Task: Predict the reaction yield, written as a fraction of the theoretical maximum amount of product (1.0 means a 100% yield; for example, 0.34 means a 34% yield). (1) The reactants are [Cl:1][C:2]1[CH:3]=[C:4]([CH:9]([C:28]([F:31])([F:30])[F:29])/[CH:10]=[CH:11]/[C:12]2[CH:13]=[CH:14][C:15]([N:23]3[CH:27]=[N:26][CH:25]=[N:24]3)=[C:16]([CH:22]=2)[C:17]([O:19]CC)=[O:18])[CH:5]=[C:6]([Cl:8])[CH:7]=1. The catalyst is Cl. The product is [Cl:8][C:6]1[CH:5]=[C:4]([CH:9]([C:28]([F:29])([F:31])[F:30])/[CH:10]=[CH:11]/[C:12]2[CH:13]=[CH:14][C:15]([N:23]3[CH:27]=[N:26][CH:25]=[N:24]3)=[C:16]([CH:22]=2)[C:17]([OH:19])=[O:18])[CH:3]=[C:2]([Cl:1])[CH:7]=1. The yield is 0.600. (2) The reactants are Cl.[CH3:2][N:3]1[C:11]2[C:6](=[CH:7][C:8]([S:12]([C:15]3[CH:20]=[CH:19][CH:18]=[CH:17][CH:16]=3)(=[O:14])=[O:13])=[CH:9][CH:10]=2)[C:5]([CH2:21][CH2:22][NH:23][CH3:24])=[C:4]1[CH3:25].C=O.[C:28]([BH3-])#N.[Na+]. The catalyst is C(#N)C. The product is [CH3:2][N:3]1[C:11]2[C:6](=[CH:7][C:8]([S:12]([C:15]3[CH:20]=[CH:19][CH:18]=[CH:17][CH:16]=3)(=[O:14])=[O:13])=[CH:9][CH:10]=2)[C:5]([CH2:21][CH2:22][N:23]([CH3:28])[CH3:24])=[C:4]1[CH3:25]. The yield is 0.230. (3) The reactants are [CH3:1][O:2][C:3](=[O:19])[C:4]1[CH:9]=[C:8](I)[C:7]([C:11]([F:14])([F:13])[F:12])=[CH:6][C:5]=1[NH:15][C:16](=[O:18])[CH3:17].C([Sn](CCCC)(CCCC)[C:25]1[CH:26]=[C:27]([CH:30]=[CH:31][CH:32]=1)[C:28]#[N:29])CCC. The catalyst is O1CCOCC1.C1C=CC([P]([Pd]([P](C2C=CC=CC=2)(C2C=CC=CC=2)C2C=CC=CC=2)([P](C2C=CC=CC=2)(C2C=CC=CC=2)C2C=CC=CC=2)[P](C2C=CC=CC=2)(C2C=CC=CC=2)C2C=CC=CC=2)(C2C=CC=CC=2)C2C=CC=CC=2)=CC=1. The product is [CH3:1][O:2][C:3]([C:4]1[CH:9]=[C:8]([C:25]2[CH:32]=[CH:31][CH:30]=[C:27]([C:28]#[N:29])[CH:26]=2)[C:7]([C:11]([F:14])([F:13])[F:12])=[CH:6][C:5]=1[NH:15][C:16](=[O:18])[CH3:17])=[O:19]. The yield is 0.430. (4) The reactants are [Cl:1][C:2]1[S:6][C:5]([C:7]([OH:9])=[O:8])=[CH:4][CH:3]=1.OS(O)(=O)=O.[CH3:15]O. No catalyst specified. The product is [Cl:1][C:2]1[S:6][C:5]([C:7]([O:9][CH3:15])=[O:8])=[CH:4][CH:3]=1. The yield is 0.990. (5) The reactants are [NH:1]1[C:9]2[C:4](=[CH:5][CH:6]=[CH:7][CH:8]=2)[C:3]([CH:10]=[O:11])=[CH:2]1.[CH2:12](Br)[CH3:13].[H-].[Na+]. The catalyst is CN(C)C=O. The product is [CH2:12]([N:1]1[C:9]2[C:4](=[CH:5][CH:6]=[CH:7][CH:8]=2)[C:3]([CH:10]=[O:11])=[CH:2]1)[CH3:13]. The yield is 0.800. (6) The reactants are [CH3:1][O:2][C:3]1[CH:8]=[CH:7][N:6]=[C:5]([Sn](CCCC)(CCCC)CCCC)[CH:4]=1.Br[C:23]1[CH:24]=[C:25]([C:30]2([C:41]3[CH:42]=[N:43][CH:44]=[N:45][CH:46]=3)[C:38]3[C:33](=[C:34]([F:39])[CH:35]=[CH:36][CH:37]=3)[C:32]([NH2:40])=[N:31]2)[CH:26]=[CH:27][C:28]=1[F:29]. The catalyst is CN(C=O)C.C1C=CC([P]([Pd]([P](C2C=CC=CC=2)(C2C=CC=CC=2)C2C=CC=CC=2)([P](C2C=CC=CC=2)(C2C=CC=CC=2)C2C=CC=CC=2)[P](C2C=CC=CC=2)(C2C=CC=CC=2)C2C=CC=CC=2)(C2C=CC=CC=2)C2C=CC=CC=2)=CC=1. The product is [F:39][C:34]1[CH:35]=[CH:36][CH:37]=[C:38]2[C:33]=1[C:32]([NH2:40])=[N:31][C:30]2([C:25]1[CH:26]=[CH:27][C:28]([F:29])=[C:23]([C:5]2[CH:4]=[C:3]([O:2][CH3:1])[CH:8]=[CH:7][N:6]=2)[CH:24]=1)[C:41]1[CH:46]=[N:45][CH:44]=[N:43][CH:42]=1. The yield is 0.120. (7) The reactants are FC(F)(F)S(OS(C(F)(F)F)(=O)=O)(=O)=O.[CH2:16]([O:18][C:19]([C:21]1[CH:22]=[C:23]2[C:28](=[CH:29][CH:30]=1)[N+:27]([O-])=[CH:26][CH:25]=[CH:24]2)=[O:20])[CH3:17].[CH3:32][NH2:33].O1CCCC1. The catalyst is ClCCl. The product is [CH3:32][NH:33][C:26]1[CH:25]=[CH:24][C:23]2[C:28](=[CH:29][CH:30]=[C:21]([C:19]([O:18][CH2:16][CH3:17])=[O:20])[CH:22]=2)[N:27]=1. The yield is 0.350. (8) The product is [OH:10][C:11]1[CH:18]=[C:17]([OH:19])[CH:16]=[CH:15][C:12]=1[C:13]1[S:6][CH2:5][C@:3]([CH3:2])([C:7]([OH:9])=[O:8])[N:4]=1. The yield is 0.876. The reactants are Cl.[CH3:2][C@:3]([C:7]([OH:9])=[O:8])([CH2:5][SH:6])[NH2:4].[OH:10][C:11]1[CH:18]=[C:17]([OH:19])[CH:16]=[CH:15][C:12]=1[C:13]#N.C(N(CC)CC)C.[OH-].[K+]. The catalyst is C(O)C.O. (9) The reactants are [CH:1]([C:3]1[O:11][C:10]2[CH:9]=[CH:8][N:7]=[C:6]([NH:12][C:13](=[O:20])[C:14]3[CH:19]=[CH:18][CH:17]=[CH:16][CH:15]=3)[C:5]=2[CH:4]=1)=O.[C:21](/[CH:23]=[C:24](\[O-:26])/[CH3:25])#[N:22].[Na+].C(O)(=O)C.N1CCCCC1.C(=O)(O)[O-].[Na+]. The catalyst is ClCCl. The product is [C:21]([C:23]([C:24](=[O:26])[CH3:25])=[CH:1][C:3]1[O:11][C:10]2[CH:9]=[CH:8][N:7]=[C:6]([NH:12][C:13](=[O:20])[C:14]3[CH:15]=[CH:16][CH:17]=[CH:18][CH:19]=3)[C:5]=2[CH:4]=1)#[N:22]. The yield is 0.800.